From a dataset of Full USPTO retrosynthesis dataset with 1.9M reactions from patents (1976-2016). Predict the reactants needed to synthesize the given product. (1) Given the product [NH2:51][C:23](=[O:24])[CH2:22][CH2:21][CH2:20][O:19][C:18]1[CH:26]=[CH:27][C:15]([CH2:14][C@H:13]([NH:12][C:10](=[O:11])[O:9][C@@H:3]2[C@H:4]3[C@H:5]([O:6][CH2:7][CH2:8]3)[O:1][CH2:2]2)[C@H:28]([OH:47])[CH2:29][N:30]([S:35]([C:38]2[CH:46]=[CH:45][C:41]3[O:42][CH2:43][O:44][C:40]=3[CH:39]=2)(=[O:37])=[O:36])[CH2:31][CH:32]([CH3:33])[CH3:34])=[CH:16][CH:17]=1, predict the reactants needed to synthesize it. The reactants are: [O:1]1[C@H:5]2[O:6][CH2:7][CH2:8][C@H:4]2[C@@H:3]([O:9][C:10]([NH:12][C@H:13]([C@H:28]([OH:47])[CH2:29][N:30]([S:35]([C:38]2[CH:46]=[CH:45][C:41]3[O:42][CH2:43][O:44][C:40]=3[CH:39]=2)(=[O:37])=[O:36])[CH2:31][CH:32]([CH3:34])[CH3:33])[CH2:14][C:15]2[CH:27]=[CH:26][C:18]([O:19][CH2:20][CH2:21][CH2:22][C:23](O)=[O:24])=[CH:17][CH:16]=2)=[O:11])[CH2:2]1.C([N:51](CC)C(C)C)(C)C.F[P-](F)(F)(F)(F)F.C[N+](C)=C(N(C)C)O.N. (2) Given the product [CH3:2][S:3]([O:6][CH:7]([CH2:9][CH:10]([S:15][C:16]1[CH:21]=[CH:20][CH:19]=[CH:18][N:17]=1)[CH:11]=[O:23])[CH3:8])(=[O:5])=[O:4], predict the reactants needed to synthesize it. The reactants are: Cl.[CH3:2][S:3]([O:6][CH:7]([CH2:9][CH:10]([S:15][C:16]1[CH:21]=[CH:20][CH:19]=[CH:18][N:17]=1)[CH:11]=NOC)[CH3:8])(=[O:5])=[O:4].C=[O:23].